Dataset: Forward reaction prediction with 1.9M reactions from USPTO patents (1976-2016). Task: Predict the product of the given reaction. The product is: [Cl:9][C:10]1[CH:15]=[CH:14][C:13]([C:16]([N:22]2[C:30]3[C:25](=[C:26]([NH:31][S:32]([CH3:35])(=[O:33])=[O:34])[CH:27]=[CH:28][CH:29]=3)[CH:24]=[CH:23]2)([CH2:20][CH3:21])[C:17]([OH:19])([CH3:18])[CH2:2][C:1]#[N:3])=[CH:12][CH:11]=1. Given the reactants [C:1](#[N:3])[CH3:2].[Li]CCCC.[Cl:9][C:10]1[CH:15]=[CH:14][C:13]([C:16]([N:22]2[C:30]3[C:25](=[C:26]([NH:31][S:32]([CH3:35])(=[O:34])=[O:33])[CH:27]=[CH:28][CH:29]=3)[CH:24]=[CH:23]2)([CH2:20][CH3:21])[C:17](=[O:19])[CH3:18])=[CH:12][CH:11]=1, predict the reaction product.